From a dataset of Full USPTO retrosynthesis dataset with 1.9M reactions from patents (1976-2016). Predict the reactants needed to synthesize the given product. (1) Given the product [Cl:1][C:2]1[CH:7]=[C:6]([Cl:8])[CH:5]=[CH:4][C:3]=1[S:9]([NH:12][CH2:13][CH2:14][CH2:15][CH2:16][N:17]([C:41]([NH:40][CH:34]1[CH2:39][CH2:38][CH2:37][CH2:36][CH2:35]1)=[O:42])[CH2:18][C@@H:19]([NH:24][C:25]([NH:27][C:28]1[CH:33]=[CH:32][CH:31]=[CH:30][CH:29]=1)=[O:26])[CH2:20][CH:21]([CH3:23])[CH3:22])(=[O:11])=[O:10], predict the reactants needed to synthesize it. The reactants are: [Cl:1][C:2]1[CH:7]=[C:6]([Cl:8])[CH:5]=[CH:4][C:3]=1[S:9]([NH:12][CH2:13][CH2:14][CH2:15][CH2:16][NH:17][CH2:18][C@@H:19]([NH:24][C:25]([NH:27][C:28]1[CH:33]=[CH:32][CH:31]=[CH:30][CH:29]=1)=[O:26])[CH2:20][CH:21]([CH3:23])[CH3:22])(=[O:11])=[O:10].[CH:34]1([N:40]=[C:41]=[O:42])[CH2:39][CH2:38][CH2:37][CH2:36][CH2:35]1. (2) Given the product [CH3:49][S:50]([C:53]1[CH:60]=[CH:59][C:56]([CH2:57][NH:58][C:14]([C:11]2[S:12][CH:13]=[C:9]([C:6]3[CH:5]=[CH:4][C:3]([Cl:2])=[CH:8][CH:7]=3)[N:10]=2)=[O:16])=[CH:55][CH:54]=1)(=[O:51])=[O:52], predict the reactants needed to synthesize it. The reactants are: Cl.[Cl:2][C:3]1[CH:8]=[CH:7][C:6]([C:9]2[N:10]=[C:11]([C:14]([OH:16])=O)[S:12][CH:13]=2)=[CH:5][CH:4]=1.C1C=CC2N(O)N=NC=2C=1.CCN=C=NCCCN(C)C.Cl.C(N(C(C)C)CC)(C)C.Cl.[CH3:49][S:50]([C:53]1[CH:60]=[CH:59][C:56]([CH2:57][NH2:58])=[CH:55][CH:54]=1)(=[O:52])=[O:51]. (3) Given the product [CH3:34][O:33][C:27]1[CH:26]=[C:25]([CH:30]=[CH:29][C:28]=1[O:31][CH3:32])[C:24]([NH:23][CH2:22][C:21]1[CH:36]=[CH:37][CH:38]=[C:19]([C:17](=[O:18])[NH:16][C:14]2[S:15][C:11]3[CH2:10][C@H:9]([N:8]4[CH2:55][CH2:54][O:53][CH2:52][CH2:51]4)[CH2:40][CH2:39][C:12]=3[N:13]=2)[CH:20]=1)=[O:35], predict the reactants needed to synthesize it. The reactants are: FC(F)(F)C(O)=O.[NH2:8][C@@H:9]1[CH2:40][CH2:39][C:12]2[N:13]=[C:14]([NH:16][C:17]([C:19]3[CH:20]=[C:21]([CH:36]=[CH:37][CH:38]=3)[CH2:22][NH:23][C:24](=[O:35])[C:25]3[CH:30]=[CH:29][C:28]([O:31][CH3:32])=[C:27]([O:33][CH3:34])[CH:26]=3)=[O:18])[S:15][C:11]=2[CH2:10]1.CCN(C(C)C)C(C)C.Br[CH2:51][CH2:52][O:53][CH2:54][CH2:55]Br. (4) Given the product [F:20][C:15]1[CH:14]=[C:13]([O:12][C:9]2[CH:8]=[CH:7][C:6]([CH2:5][CH2:4][O:3][C:1]3[NH:2][CH:25]=[C:24]([CH2:29][C:30]4[CH:35]=[N:34][CH:33]=[N:32][CH:31]=4)[C:22](=[O:23])[N:21]=3)=[CH:11][CH:10]=2)[CH:18]=[CH:17][C:16]=1[CH3:19], predict the reactants needed to synthesize it. The reactants are: [C:1](=[NH:21])([O:3][CH2:4][CH2:5][C:6]1[CH:11]=[CH:10][C:9]([O:12][C:13]2[CH:18]=[CH:17][C:16]([CH3:19])=[C:15]([F:20])[CH:14]=2)=[CH:8][CH:7]=1)[NH2:2].[CH:22]([CH:24]([CH2:29][C:30]1[CH:31]=[N:32][CH:33]=[N:34][CH:35]=1)[C:25](OC)=O)=[O:23].C([O-])([O-])=O.[K+].[K+]. (5) Given the product [F:12][C:13]1[CH:18]=[CH:17][C:16]([C:19]2[C:28]([C@H:29]([OH:41])[C:30]3[CH:31]=[CH:32][C:33]([O:36][C:37]([F:39])([F:40])[F:38])=[CH:34][CH:35]=3)=[C:27]([CH:42]([CH3:43])[CH3:44])[CH:26]=[C:25]3[C:20]=2[C@@H:21]([OH:47])[CH2:22][C:23]([CH3:45])([CH3:46])[O:24]3)=[CH:15][CH:14]=1, predict the reactants needed to synthesize it. The reactants are: N[C@@H]1C2C(=CC=CC=2)C[C@@H]1O.[F:12][C:13]1[CH:18]=[CH:17][C:16]([C:19]2[C:28]([CH:29]([OH:41])[C:30]3[CH:35]=[CH:34][C:33]([O:36][C:37]([F:40])([F:39])[F:38])=[CH:32][CH:31]=3)=[C:27]([CH:42]([CH3:44])[CH3:43])[CH:26]=[C:25]3[C:20]=2[C:21](=[O:47])[CH2:22][C:23]([CH3:46])([CH3:45])[O:24]3)=[CH:15][CH:14]=1.CO. (6) Given the product [S:1]1[CH:5]=[CH:4][C:3]2[C:10](=[O:12])[CH2:9][CH2:8][CH2:7][CH2:6][C:2]1=2, predict the reactants needed to synthesize it. The reactants are: [S:1]1[CH:5]=[CH:4][CH:3]=[C:2]1[CH2:6][CH2:7][CH2:8][CH2:9][C:10]([OH:12])=O.O=P12OP3(OP(OP(O3)(O1)=O)(=O)O2)=O.C1(C)C=CC=CC=1.